This data is from Full USPTO retrosynthesis dataset with 1.9M reactions from patents (1976-2016). The task is: Predict the reactants needed to synthesize the given product. (1) Given the product [ClH:1].[CH3:2][N:3]1[C:7]2[CH2:8][CH2:9][NH:10][CH2:11][CH2:12][C:6]=2[C:5]2[CH:20]=[CH:21][C:22]([N:24]3[CH:29]=[CH:28][C:27]([C:30]4[N:31]=[N:32][C:33]([C:36]([F:39])([F:38])[F:37])=[CH:34][CH:35]=4)=[CH:26][C:25]3=[O:40])=[N:23][C:4]1=2, predict the reactants needed to synthesize it. The reactants are: [ClH:1].[CH3:2][N:3]1[C:7]2[CH2:8][CH2:9][N:10](C(OC(C)(C)C)=O)[CH2:11][CH2:12][C:6]=2[C:5]2[CH:20]=[CH:21][C:22]([N:24]3[CH:29]=[CH:28][C:27]([C:30]4[N:31]=[N:32][C:33]([C:36]([F:39])([F:38])[F:37])=[CH:34][CH:35]=4)=[CH:26][C:25]3=[O:40])=[N:23][C:4]1=2. (2) Given the product [ClH:30].[ClH:30].[N:1]1[C:6]2[NH:7][CH:8]=[CH:9][C:5]=2[C:4]([C:10]2[CH:11]=[N:12][N:13]([C:15]3([CH2:26][C:27]#[N:28])[CH2:18][NH:17][CH2:16]3)[CH:14]=2)=[N:3][CH:2]=1, predict the reactants needed to synthesize it. The reactants are: [N:1]1[C:6]2[NH:7][CH:8]=[CH:9][C:5]=2[C:4]([C:10]2[CH:11]=[N:12][N:13]([C:15]3([CH2:26][C:27]#[N:28])[CH2:18][N:17](C(OC(C)(C)C)=O)[CH2:16]3)[CH:14]=2)=[N:3][CH:2]=1.O.[ClH:30].C(O)(C)C. (3) Given the product [C:13]1([CH2:12][CH2:11][C@H:19]([OH:20])[CH:21]=[CH2:7])[CH:18]=[CH:17][CH:16]=[CH:15][CH:14]=1, predict the reactants needed to synthesize it. The reactants are: [I-].C[S+](C)C.[Li][CH2:7]CCC.[CH2:11]([C@H:19]1[CH2:21][O:20]1)[CH2:12][C:13]1[CH:18]=[CH:17][CH:16]=[CH:15][CH:14]=1.O. (4) Given the product [CH3:13][C:3]1[CH:4]=[C:5]([N:8]2[CH:12]=[CH:11][CH:10]=[N:9]2)[CH:6]=[CH:7][C:2]=1[B:14]1[O:18][C:17]([CH3:20])([CH3:19])[C:16]([CH3:22])([CH3:21])[O:15]1, predict the reactants needed to synthesize it. The reactants are: Br[C:2]1[CH:7]=[CH:6][C:5]([N:8]2[CH:12]=[CH:11][CH:10]=[N:9]2)=[CH:4][C:3]=1[CH3:13].[B:14]1([B:14]2[O:18][C:17]([CH3:20])([CH3:19])[C:16]([CH3:22])([CH3:21])[O:15]2)[O:18][C:17]([CH3:20])([CH3:19])[C:16]([CH3:22])([CH3:21])[O:15]1.C([O-])(=O)C.[K+]. (5) Given the product [C:1](/[CH:3]=[CH:4]/[S:5]([C:8]1[CH:9]=[CH:10][C:11]([C:14]([CH3:19])([CH3:18])[C:15]([NH:23][CH2:20][C:21]#[CH:22])=[O:17])=[CH:12][CH:13]=1)(=[O:6])=[O:7])#[N:2], predict the reactants needed to synthesize it. The reactants are: [C:1](/[CH:3]=[CH:4]/[S:5]([C:8]1[CH:13]=[CH:12][C:11]([C:14]([CH3:19])([CH3:18])[C:15]([OH:17])=O)=[CH:10][CH:9]=1)(=[O:7])=[O:6])#[N:2].[CH2:20]([NH2:23])[C:21]#[CH:22].Cl.CN(C)CCCN=C=NCC.ON1C2C=CC=CC=2N=N1. (6) Given the product [F:31][C:2]1([F:1])[CH2:7][CH2:6][CH:5]([NH:8][C:9]2[CH:16]=[C:15]([N:17]3[C:25]4[CH2:24][C:23]([CH3:27])([CH3:26])[CH2:22][C:21](=[O:28])[C:20]=4[C:19]([CH3:29])=[CH:18]3)[CH:14]=[C:13]([F:30])[C:10]=2[C:11]([NH2:12])=[O:34])[CH2:4][CH2:3]1, predict the reactants needed to synthesize it. The reactants are: [F:1][C:2]1([F:31])[CH2:7][CH2:6][CH:5]([NH:8][C:9]2[CH:16]=[C:15]([N:17]3[C:25]4[CH2:24][C:23]([CH3:27])([CH3:26])[CH2:22][C:21](=[O:28])[C:20]=4[C:19]([CH3:29])=[CH:18]3)[CH:14]=[C:13]([F:30])[C:10]=2[C:11]#[N:12])[CH2:4][CH2:3]1.CS(C)=[O:34].[OH-].[K+].OO.